From a dataset of Forward reaction prediction with 1.9M reactions from USPTO patents (1976-2016). Predict the product of the given reaction. (1) Given the reactants C(N=C=O)CN=[C:4]=[O:5].[CH2:9]([CH2:16][CH2:17]N=C=O)[CH2:10][CH2:11][CH2:12][N:13]=C=O.N(C1CCCC1CN=C=O)=C=O.N(C1CC(C)(CN=C=O)CC(C)(C)C1)=C=O.C1(CN=C=O)C=CC(CN=C=O)=CC=1, predict the reaction product. The product is: [NH2:13][C:12]1[CH:11]=[CH:10][CH:9]=[CH:16][CH:17]=1.[CH2:4]=[O:5]. (2) Given the reactants [CH:1]1([NH:4][C:5]2[CH:10]=[C:9]([C:11]3[C:12]([NH:17][C:18]4[CH:23]=[C:22]([N+:24]([O-])=O)[CH:21]=[CH:20][C:19]=4[CH3:27])=[N:13][CH:14]=[CH:15][CH:16]=3)[N:8]=[CH:7][N:6]=2)[CH2:3][CH2:2]1, predict the reaction product. The product is: [CH:1]1([NH:4][C:5]2[N:6]=[CH:7][N:8]=[C:9]([C:11]3[C:12]([NH:17][C:18]4[CH:23]=[C:22]([NH2:24])[CH:21]=[CH:20][C:19]=4[CH3:27])=[N:13][CH:14]=[CH:15][CH:16]=3)[CH:10]=2)[CH2:2][CH2:3]1. (3) Given the reactants Br[C:2]1[CH:3]=[C:4]2[C:9](=[CH:10][CH:11]=1)[N:8]=[C:7]([C:12]1[CH:17]=[C:16]([CH3:18])[C:15]([OH:19])=[C:14]([CH3:20])[CH:13]=1)[NH:6][C:5]2=[O:21].[CH:22]([Sn](CCCC)(CCCC)CCCC)=[CH2:23].[Li+].[Cl-], predict the reaction product. The product is: [OH:19][C:15]1[C:16]([CH3:18])=[CH:17][C:12]([C:7]2[NH:6][C:5](=[O:21])[C:4]3[C:9](=[CH:10][CH:11]=[C:2]([CH:22]=[CH2:23])[CH:3]=3)[N:8]=2)=[CH:13][C:14]=1[CH3:20]. (4) Given the reactants C[O:2][C:3]1[CH:4]=[CH:5][C:6]2[O:10][C:9]([C:11]([OH:13])=[O:12])=[CH:8][C:7]=2[CH:14]=1.B(Br)(Br)Br.S(Cl)(Cl)=O.Cl[CH2:24]Cl, predict the reaction product. The product is: [OH:2][C:3]1[CH:4]=[CH:5][C:6]2[O:10][C:9]([C:11]([O:13][CH3:24])=[O:12])=[CH:8][C:7]=2[CH:14]=1. (5) Given the reactants Cl[C:2]1[N:7]=[C:6]([N:8]2[CH2:13][CH2:12][O:11][CH2:10][CH2:9]2)[CH:5]=[C:4]([C:14]2[CH:19]=[CH:18][C:17]([F:20])=[C:16]([Cl:21])[CH:15]=2)[CH:3]=1.[CH2:22]([O:24][C:25](=[O:39])[C:26]1[CH:31]=[C:30]([Cl:32])[C:29]([N:33]2[CH2:38][CH2:37][NH:36][CH2:35][CH2:34]2)=[N:28][CH:27]=1)[CH3:23].CC([O-])(C)C.[K+].C1C=CC(P(C2C(C3C(P(C4C=CC=CC=4)C4C=CC=CC=4)=CC=C4C=3C=CC=C4)=C3C(C=CC=C3)=CC=2)C2C=CC=CC=2)=CC=1, predict the reaction product. The product is: [CH2:22]([O:24][C:25](=[O:39])[C:26]1[CH:31]=[C:30]([Cl:32])[C:29]([N:33]2[CH2:38][CH2:37][N:36]([C:2]3[CH:3]=[C:4]([C:14]4[CH:19]=[CH:18][C:17]([F:20])=[C:16]([Cl:21])[CH:15]=4)[CH:5]=[C:6]([N:8]4[CH2:13][CH2:12][O:11][CH2:10][CH2:9]4)[N:7]=3)[CH2:35][CH2:34]2)=[N:28][CH:27]=1)[CH3:23]. (6) The product is: [CH:16]([N:12]1[C:11]2[C@@H:10]3[CH2:14][C@@H:9]3[CH2:8][C:7]=2[C:6]([C:4]([O:3][CH2:1][CH3:2])=[O:5])=[N:13]1)([CH3:18])[CH3:17]. Given the reactants [CH2:1]([O:3][C:4]([C:6]1[C:7]2[CH2:8][C@H:9]3[CH2:14][C@H:10]3[C:11]=2[NH:12][N:13]=1)=[O:5])[CH3:2].Br[CH:16]([CH3:18])[CH3:17], predict the reaction product. (7) Given the reactants [F:1][C:2]1[CH:8]=[C:7]([F:9])[CH:6]=[CH:5][C:3]=1[NH2:4].N1C=CC=CC=1.Cl[C:17]([O:19][C:20]1[CH:25]=[CH:24][CH:23]=[CH:22][CH:21]=1)=[O:18].O, predict the reaction product. The product is: [F:1][C:2]1[CH:8]=[C:7]([F:9])[CH:6]=[CH:5][C:3]=1[NH:4][C:17](=[O:18])[O:19][C:20]1[CH:25]=[CH:24][CH:23]=[CH:22][CH:21]=1. (8) Given the reactants [Cu][C:2]#[N:3].Br[C:5]1[CH:10]=[CH:9][C:8]([CH2:11][C:12]([O:14][CH3:15])=[O:13])=[CH:7][CH:6]=1, predict the reaction product. The product is: [C:2]([C:5]1[CH:10]=[CH:9][C:8]([CH2:11][C:12]([O:14][CH3:15])=[O:13])=[CH:7][CH:6]=1)#[N:3].